This data is from Catalyst prediction with 721,799 reactions and 888 catalyst types from USPTO. The task is: Predict which catalyst facilitates the given reaction. (1) Reactant: [N+:1]([C:4]1[CH:10]=[CH:9][C:7]([NH2:8])=[CH:6][CH:5]=1)([O-:3])=[O:2].C(N(CC)CC)C.[C:18](Cl)(=[O:22])[C:19]([CH3:21])=[CH2:20]. Product: [N+:1]([C:4]1[CH:10]=[CH:9][C:7]([NH:8][C:18](=[O:22])[C:19]([CH3:21])=[CH2:20])=[CH:6][CH:5]=1)([O-:3])=[O:2]. The catalyst class is: 22. (2) Reactant: [CH3:1][CH:2]([CH3:16])[CH2:3][CH2:4][O:5][C:6]1[CH:12]=[CH:11][C:9]([NH2:10])=[C:8]([N+:13]([O-:15])=[O:14])[CH:7]=1.CCN(C(C)C)C(C)C.[CH3:26][O:27][C:28]1[CH:29]=[C:30]([CH:36]=[CH:37][CH:38]=1)[O:31][CH2:32][C:33](Cl)=[O:34]. Product: [CH3:1][CH:2]([CH3:16])[CH2:3][CH2:4][O:5][C:6]1[CH:12]=[CH:11][C:9]([NH:10][C:33](=[O:34])[CH2:32][O:31][C:30]2[CH:36]=[CH:37][CH:38]=[C:28]([O:27][CH3:26])[CH:29]=2)=[C:8]([N+:13]([O-:15])=[O:14])[CH:7]=1. The catalyst class is: 2. (3) Reactant: [N:1]1[CH:6]=[CH:5][C:4]([NH:7][C:8](=[O:15])OCC(Cl)(Cl)Cl)=[CH:3][CH:2]=1.[C:16]1([C:22]2[N:26]=[C:25]([N:27]3[CH2:32][CH2:31][NH:30][CH2:29][CH2:28]3)[S:24][N:23]=2)[CH:21]=[CH:20][CH:19]=[CH:18][CH:17]=1.C(N(C(C)C)CC)(C)C.O. Product: [C:16]1([C:22]2[N:26]=[C:25]([N:27]3[CH2:32][CH2:31][N:30]([C:8]([NH:7][C:4]4[CH:3]=[CH:2][N:1]=[CH:6][CH:5]=4)=[O:15])[CH2:29][CH2:28]3)[S:24][N:23]=2)[CH:17]=[CH:18][CH:19]=[CH:20][CH:21]=1. The catalyst class is: 16. (4) Reactant: C(O)(C(F)(F)F)=O.[CH2:8]([O:49][CH:50]1[C@H:54]2[C@H:55](OC3CCCCO3)[N:56](C(OC(C)(C)C)=O)[C:57]3[CH:64]=[CH:63][C:62]([O:65][CH3:66])=[CH:61][C:58]=3[C:59](=[O:60])[N:53]2[CH2:52][C:51]1=[CH2:81])[CH2:9][CH2:10][CH2:11][CH2:12][CH2:13][CH2:14][CH2:15][O:16][CH:17]1[C@H:21]2[C@H:22](OC3CCCCO3)[N:23](C(OC(C)(C)C)=O)[C:24]3[CH:31]=[CH:30][C:29]([O:32][CH3:33])=[CH:28][C:25]=3[C:26](=[O:27])[N:20]2[CH2:19][C:18]1=[CH2:48].C([O-])(O)=O.[Na+]. Product: [CH2:15]([O:16][CH:17]1[C@@H:21]2[CH:22]=[N:23][C:24]3[CH:31]=[CH:30][C:29]([O:32][CH3:33])=[CH:28][C:25]=3[C:26](=[O:27])[N:20]2[CH2:19][C:18]1=[CH2:48])[CH2:14][CH2:13][CH2:12][CH2:11][CH2:10][CH2:9][CH2:8][O:49][CH:50]1[C@@H:54]2[CH:55]=[N:56][C:57]3[CH:64]=[CH:63][C:62]([O:65][CH3:66])=[CH:61][C:58]=3[C:59](=[O:60])[N:53]2[CH2:52][C:51]1=[CH2:81]. The catalyst class is: 254. (5) Reactant: [C:1]([C:3]1[CH:8]=[CH:7][C:6]([NH:9][CH:10](SC)[NH:11][C:12]#[N:13])=[CH:5][C:4]=1[S:16]([C:19]([F:22])([F:21])[F:20])(=[O:18])=[O:17])#[N:2].[NH2:23][NH2:24]. Product: [NH2:13][C:12]1[NH:24][N:23]=[C:10]([NH:9][C:6]2[CH:7]=[CH:8][C:3]([C:1]#[N:2])=[C:4]([S:16]([C:19]([F:22])([F:21])[F:20])(=[O:18])=[O:17])[CH:5]=2)[N:11]=1. The catalyst class is: 8. (6) Reactant: [Cl:1][C:2]1[CH:28]=[C:27]([F:29])[C:26]([F:30])=[CH:25][C:3]=1[C:4]([NH:6][C:7]1[NH:11][N:10]=[C:9]([C:12]([NH:14][CH2:15][C:16]2[O:20][C:19]([C:21]([O-:23])=O)=[N:18][C:17]=2[CH3:24])=[O:13])[CH:8]=1)=[O:5].[Na+].[NH:32]1[CH2:37][CH2:36][CH2:35][CH2:34][CH2:33]1.Cl.O.ON1C2C=CC=CC=2N=N1.CCN=C=NCCCN(C)C.Cl.C(=O)([O-])O.[Na+]. Product: [CH3:24][C:17]1[N:18]=[C:19]([C:21]([N:32]2[CH2:37][CH2:36][CH2:35][CH2:34][CH2:33]2)=[O:23])[O:20][C:16]=1[CH2:15][NH:14][C:12]([C:9]1[CH:8]=[C:7]([NH:6][C:4](=[O:5])[C:3]2[CH:25]=[C:26]([F:30])[C:27]([F:29])=[CH:28][C:2]=2[Cl:1])[NH:11][N:10]=1)=[O:13]. The catalyst class is: 9. (7) Reactant: C([O:4][CH2:5][CH2:6][N:7]1[CH:11]=[C:10]([B:12]2[O:16][C:15]([CH3:18])([CH3:17])[C:14]([CH3:20])([CH3:19])[O:13]2)[CH:9]=[N:8]1)(=O)C.C1COCC1.[Li+].[OH-].Cl. Product: [CH3:19][C:14]1([CH3:20])[C:15]([CH3:17])([CH3:18])[O:16][B:12]([C:10]2[CH:9]=[N:8][N:7]([CH2:6][CH2:5][OH:4])[CH:11]=2)[O:13]1. The catalyst class is: 6. (8) Reactant: [O:1]=[S:2]1(=[O:30])[C:7]2[CH:8]=[CH:9][CH:10]=[CH:11][C:6]=2[NH:5][C:4]([C:12]2[C:13](=[O:29])[C:14]([CH3:28])([CH2:23][CH2:24][CH:25]([CH3:27])[CH3:26])[C:15]3[C:20]([C:21]=2[OH:22])=[CH:19][CH:18]=[CH:17][CH:16]=3)=[N:3]1.[OH-].[Na+:32]. Product: [O:30]=[S:2]1(=[O:1])[C:7]2[CH:8]=[CH:9][CH:10]=[CH:11][C:6]=2[NH:5][C:4]([C:12]2[C:13](=[O:29])[C:14]([CH3:28])([CH2:23][CH2:24][CH:25]([CH3:26])[CH3:27])[C:15]3[C:20](=[CH:19][CH:18]=[CH:17][CH:16]=3)[C:21]=2[O-:22])=[N:3]1.[Na+:32]. The catalyst class is: 6. (9) Reactant: C(OC([N:6]1[CH2:11][CH2:10][CH:9]([NH:12][C:13]2[N:18]=[CH:17][CH:16]=[CH:15][N:14]=2)[CH2:8][CH2:7]1)=O)C.[BrH:19]. Product: [BrH:19].[BrH:19].[NH:6]1[CH2:7][CH2:8][CH:9]([NH:12][C:13]2[N:14]=[CH:15][CH:16]=[CH:17][N:18]=2)[CH2:10][CH2:11]1. The catalyst class is: 6. (10) Reactant: [CH3:1][C:2]1([CH3:17])[CH2:7][CH2:6][CH2:5][CH:4]([O:8][C:9]2[N:14]=[CH:13][C:12]([C:15]#[N:16])=[CH:11][CH:10]=2)[CH2:3]1.B.C1COCC1.Cl. Product: [NH2:16][CH2:15][C:12]1[CH:13]=[N:14][C:9]([O:8][CH:4]2[CH2:5][CH2:6][CH2:7][C:2]([CH3:17])([CH3:1])[CH2:3]2)=[CH:10][CH:11]=1. The catalyst class is: 1.